Dataset: Full USPTO retrosynthesis dataset with 1.9M reactions from patents (1976-2016). Task: Predict the reactants needed to synthesize the given product. The reactants are: [C:1]1([C:7]([C:9]2[NH:17][C:12]3=[CH:13][N:14]=[CH:15][CH:16]=[C:11]3[CH:10]=2)=O)[CH:6]=[CH:5][CH:4]=[CH:3][CH:2]=1.[C:18]([O:22][C:23](=[O:30])[N:24]([CH2:26][CH2:27][O:28][NH2:29])[CH3:25])([CH3:21])([CH3:20])[CH3:19].Cl. Given the product [CH3:25][N:24]([CH2:26][CH2:27][O:28][N:29]=[C:7]([C:1]1[CH:6]=[CH:5][CH:4]=[CH:3][CH:2]=1)[C:9]1[NH:17][C:12]2=[CH:13][N:14]=[CH:15][CH:16]=[C:11]2[CH:10]=1)[C:23](=[O:30])[O:22][C:18]([CH3:21])([CH3:19])[CH3:20], predict the reactants needed to synthesize it.